Task: Predict the product of the given reaction.. Dataset: Forward reaction prediction with 1.9M reactions from USPTO patents (1976-2016) (1) Given the reactants [F:1][C:2]1[CH:3]=[C:4]([CH:6]=[C:7]([F:9])[CH:8]=1)[NH2:5].Cl.[N+]([O-])([O-])=O.[Na+].[N-:16]=[N+:17]=[N-].[Na+], predict the reaction product. The product is: [F:1][C:2]1[CH:3]=[C:4]([N:5]=[N+:16]=[N-:17])[CH:6]=[C:7]([F:9])[CH:8]=1. (2) Given the reactants [NH:1]1[CH2:5][CH2:4][C@H:3]([N:6]2[CH:10]=[C:9]([O:11][C:12]3[N:13]=[C:14]([OH:22])[C:15]4[CH:21]=[CH:20][N:19]=[CH:18][C:16]=4[N:17]=3)[CH:8]=[N:7]2)[CH2:2]1.Cl[CH2:24][CH2:25][S:26](CCCl)(=[O:28])=[O:27], predict the reaction product. The product is: [CH2:25]([S:26]([N:1]1[CH2:5][CH2:4][C@H:3]([N:6]2[CH:10]=[C:9]([O:11][C:12]3[N:13]=[C:14]([OH:22])[C:15]4[CH:21]=[CH:20][N:19]=[CH:18][C:16]=4[N:17]=3)[CH:8]=[N:7]2)[CH2:2]1)(=[O:28])=[O:27])[CH3:24]. (3) Given the reactants [OH-].[Na+].[CH3:3][O:4][C:5]1[CH:6]=[CH:7][CH:8]=[C:9]2[C:13]=1[C:12](=[O:14])[CH2:11][CH2:10]2.[F:15][C:16]1[CH:23]=[CH:22][C:19]([CH:20]=O)=[CH:18][CH:17]=1, predict the reaction product. The product is: [F:15][C:16]1[CH:23]=[CH:22][C:19]([CH:20]=[C:11]2[CH2:10][C:9]3[C:13](=[C:5]([O:4][CH3:3])[CH:6]=[CH:7][CH:8]=3)[C:12]2=[O:14])=[CH:18][CH:17]=1. (4) Given the reactants [C:1]1(=O)[CH2:6][CH2:5][CH2:4][CH2:3][CH2:2]1.[N+:8](=[CH:10][C:11]([O:13][CH2:14][CH3:15])=[O:12])=[N-:9].N1CCCC1, predict the reaction product. The product is: [NH:9]1[C:1]2[CH2:6][CH2:5][CH2:4][CH2:3][C:2]=2[C:10]([C:11]([O:13][CH2:14][CH3:15])=[O:12])=[N:8]1. (5) Given the reactants [Br:1][C:2]1[CH:6]=[CH:5][S:4][C:3]=1[CH:7]=[O:8].[C:9]1([CH2:15][CH2:16][CH2:17][Mg]Br)[CH:14]=[CH:13][CH:12]=[CH:11][CH:10]=1, predict the reaction product. The product is: [Br:1][C:2]1[CH:6]=[CH:5][S:4][C:3]=1[CH:7]([OH:8])[CH2:17][CH2:16][CH2:15][C:9]1[CH:14]=[CH:13][CH:12]=[CH:11][CH:10]=1. (6) Given the reactants C[O:2][C:3]([C:5]1[CH:10]=[CH:9][C:8]([C:11]2[CH:16]=[CH:15][CH:14]=[CH:13][C:12]=2[O:17][CH3:18])=[C:7]([CH3:19])[CH:6]=1)=[O:4].[OH-].[Na+].Cl, predict the reaction product. The product is: [CH3:19][C:7]1[CH:6]=[C:5]([C:3]([OH:4])=[O:2])[CH:10]=[CH:9][C:8]=1[C:11]1[CH:16]=[CH:15][CH:14]=[CH:13][C:12]=1[O:17][CH3:18]. (7) Given the reactants [CH3:1][C:2]([CH3:9])([CH:7]=[O:8])[CH2:3][CH2:4][C:5]#[N:6].[O-:10][Mn](=O)(=O)=O.[K+].C(Cl)Cl, predict the reaction product. The product is: [C:5]([CH2:4][CH2:3][C:2]([CH3:9])([CH3:1])[C:7]([OH:10])=[O:8])#[N:6].